From a dataset of Full USPTO retrosynthesis dataset with 1.9M reactions from patents (1976-2016). Predict the reactants needed to synthesize the given product. (1) Given the product [CH3:28][C:27]1[C:22]([CH2:21][NH:8][CH2:7][C:6]2[CH:30]=[CH:31][C:3]([C:1]#[N:2])=[CH:4][C:5]=2[CH2:32][OH:33])=[N:23][CH:24]=[C:25]([CH3:29])[CH:26]=1, predict the reactants needed to synthesize it. The reactants are: [C:1]([C:3]1[CH:31]=[CH:30][C:6]([CH2:7][N:8]([CH2:21][C:22]2[C:27]([CH3:28])=[CH:26][C:25]([CH3:29])=[CH:24][N:23]=2)S(C2C=CC=CC=2[N+]([O-])=O)(=O)=O)=[C:5]([CH2:32][OH:33])[CH:4]=1)#[N:2].C([O-])([O-])=O.[K+].[K+].C1(S)C=CC=CC=1. (2) Given the product [F:14][C:15]1([F:20])[CH2:18][CH:17]([NH:19][C:2]2[N:11]=[CH:10][C:9]([F:12])=[CH:8][C:3]=2[C:4]([OH:6])=[O:5])[CH2:16]1, predict the reactants needed to synthesize it. The reactants are: F[C:2]1[N:11]=[CH:10][C:9]([F:12])=[CH:8][C:3]=1[C:4]([O:6]C)=[O:5].Cl.[F:14][C:15]1([F:20])[CH2:18][CH:17]([NH2:19])[CH2:16]1.C(N(CC)CC)C.[OH-].[Li+]. (3) Given the product [F:42][C:17]([F:16])([F:41])[C:18]1[CH:19]=[CH:20][C:21]([O:24][C:25]2[CH:26]=[CH:27][C:28]([O:31][C:32]([N:34]3[CH2:39][CH2:38][CH:37]([O:14][C:10]4[CH:11]=[CH:12][CH:13]=[C:8]([CH2:7][CH2:6][C:5]([O:4][CH2:1][CH:2]=[CH2:3])=[O:15])[CH:9]=4)[CH2:36][CH2:35]3)=[O:33])=[CH:29][CH:30]=2)=[N:22][CH:23]=1, predict the reactants needed to synthesize it. The reactants are: [CH2:1]([O:4][C:5](=[O:15])[CH2:6][CH2:7][C:8]1[CH:13]=[CH:12][CH:11]=[C:10]([OH:14])[CH:9]=1)[CH:2]=[CH2:3].[F:16][C:17]([F:42])([F:41])[C:18]1[CH:19]=[CH:20][C:21]([O:24][C:25]2[CH:30]=[CH:29][C:28]([O:31][C:32]([N:34]3[CH2:39][CH2:38][CH:37](O)[CH2:36][CH2:35]3)=[O:33])=[CH:27][CH:26]=2)=[N:22][CH:23]=1. (4) Given the product [Cl:1][C:2]1[CH:9]=[CH:8][C:5]([CH2:6][NH:7][C:35]([C:28]2[N:27]=[C:26]([CH2:25][CH2:24][N:18]3[CH2:19][CH2:20][O:21][CH2:22][CH2:23]3)[N:30]3[CH:31]=[CH:32][CH:33]=[CH:34][C:29]=23)=[O:36])=[CH:4][CH:3]=1, predict the reactants needed to synthesize it. The reactants are: [Cl:1][C:2]1[CH:9]=[CH:8][C:5]([CH2:6][NH2:7])=[CH:4][CH:3]=1.C(N(CC)CC)C.Cl.[N:18]1([CH2:24][CH2:25][C:26]2[N:30]3[CH:31]=[CH:32][CH:33]=[CH:34][C:29]3=[C:28]([C:35](Cl)=[O:36])[N:27]=2)[CH2:23][CH2:22][O:21][CH2:20][CH2:19]1. (5) Given the product [N:8]1([C@H:7]([C:17]2[S:18][CH:19]=[CH:20][CH:21]=2)[C@H:5]([OH:6])[CH2:4][OH:3])[C:16]2[C:11](=[CH:12][CH:13]=[CH:14][CH:15]=2)[CH:10]=[CH:9]1, predict the reactants needed to synthesize it. The reactants are: CC1(C)[O:6][C@@H:5]([C@@H:7]([C:17]2[S:18][CH:19]=[CH:20][CH:21]=2)[N:8]2[C:16]3[C:11](=[CH:12][CH:13]=[CH:14][CH:15]=3)[CH:10]=[CH:9]2)[CH2:4][O:3]1.C1(S(O)(=O)=O)C=CC=CC=1. (6) Given the product [CH2:34]([S:31]([NH:4][C:5]([CH:7]1[CH2:12][CH2:11][N:10]([C:13]2[C:23]([C:24]#[N:25])=[CH:22][C:16]([C:17]([O:19][CH2:20][CH3:21])=[O:18])=[C:15]([O:26][CH2:27][CH:28]([F:29])[F:30])[N:14]=2)[CH2:9][CH2:8]1)=[O:6])(=[O:33])=[O:32])[C:35]1[CH:36]=[CH:37][CH:38]=[CH:39][CH:40]=1, predict the reactants needed to synthesize it. The reactants are: C([N:4]([S:31]([CH2:34][C:35]1[CH:40]=[CH:39][CH:38]=[CH:37][CH:36]=1)(=[O:33])=[O:32])[C:5]([CH:7]1[CH2:12][CH2:11][N:10]([C:13]2[C:23]([C:24]#[N:25])=[CH:22][C:16]([C:17]([O:19][CH2:20][CH3:21])=[O:18])=[C:15]([O:26][CH2:27][CH:28]([F:30])[F:29])[N:14]=2)[CH2:9][CH2:8]1)=[O:6])C=C.C1(C)C=CC(S([O-])(=O)=O)=CC=1.[Na+]. (7) The reactants are: [Cl:1][CH2:2][C:3]([C:5]1[S:9][C:8]([CH2:10][C:11]([OH:13])=[O:12])=[CH:7][CH:6]=1)=[O:4].Cl.[C:15](=O)(O)[O-].[Na+]. Given the product [CH3:15][O:12][C:11](=[O:13])[CH2:10][C:8]1[S:9][C:5]([C:3](=[O:4])[CH2:2][Cl:1])=[CH:6][CH:7]=1, predict the reactants needed to synthesize it.